This data is from Full USPTO retrosynthesis dataset with 1.9M reactions from patents (1976-2016). The task is: Predict the reactants needed to synthesize the given product. (1) Given the product [N:1]1([CH:7]2[CH2:12][CH2:11][N:10]([C:13]([O:14][N:15]3[C:19](=[O:20])[CH2:18][CH2:17][C:16]3=[O:21])=[O:22])[CH2:9][CH2:8]2)[CH2:6][CH2:5][CH2:4][CH2:3][CH2:2]1, predict the reactants needed to synthesize it. The reactants are: [N:1]1([CH:7]2[CH2:12][CH2:11][NH:10][CH2:9][CH2:8]2)[CH2:6][CH2:5][CH2:4][CH2:3][CH2:2]1.[C:13](=O)([O:22]N1C(=O)CCC1=O)[O:14][N:15]1[C:19](=[O:20])[CH2:18][CH2:17][C:16]1=[O:21]. (2) Given the product [CH3:1][O:2][C:3](=[O:21])[C:4]1[CH:9]=[CH:8][C:7]([CH2:10][N:11]([C:12]2[CH:17]=[CH:16][C:15]([OH:18])=[CH:14][C:13]=2[F:19])[CH3:24])=[CH:6][C:5]=1[CH3:20], predict the reactants needed to synthesize it. The reactants are: [CH3:1][O:2][C:3](=[O:21])[C:4]1[CH:9]=[CH:8][C:7]([CH2:10][NH:11][C:12]2[CH:17]=[CH:16][C:15]([OH:18])=[CH:14][C:13]=2[F:19])=[CH:6][C:5]=1[CH3:20].C=O.[C:24](O[BH-](OC(=O)C)OC(=O)C)(=O)C.[Na+]. (3) Given the product [Cl:1][C:2]1[CH:11]=[CH:10][C:9]2[O:8][C:7](=[O:12])[CH:6]=[C:5]([O:13][S:27]([CH2:23][CH2:24][CH2:25][CH3:26])(=[O:29])=[O:28])[C:4]=2[CH:3]=1, predict the reactants needed to synthesize it. The reactants are: [Cl:1][C:2]1[CH:3]=[C:4]2[C:9](=[CH:10][CH:11]=1)[O:8][C:7](=[O:12])[CH:6]=[C:5]2[OH:13].CCN(C(C)C)C(C)C.[CH2:23]([S:27](Cl)(=[O:29])=[O:28])[CH2:24][CH2:25][CH3:26]. (4) Given the product [CH:1]1([CH2:5][C:6]2[N:7]=[C:8]([C:29]3[N:33]=[C:32]([CH2:34][C:35]([CH3:40])([CH3:41])[C:36]([OH:38])=[O:37])[O:31][N:30]=3)[S:9][C:10]=2[C:11]2[CH:16]=[CH:15][C:14]([S:17](=[O:26])(=[O:25])[NH:18][C@@H:19]([CH3:24])[C:20]([F:22])([F:23])[F:21])=[C:13]([Cl:27])[C:12]=2[Cl:28])[CH2:4][CH2:3][CH2:2]1, predict the reactants needed to synthesize it. The reactants are: [CH:1]1([CH2:5][C:6]2[N:7]=[C:8]([C:29]3[N:33]=[C:32]([CH2:34][C:35]([CH3:41])([CH3:40])[C:36]([O:38]C)=[O:37])[O:31][N:30]=3)[S:9][C:10]=2[C:11]2[CH:16]=[CH:15][C:14]([S:17](=[O:26])(=[O:25])[NH:18][C@@H:19]([CH3:24])[C:20]([F:23])([F:22])[F:21])=[C:13]([Cl:27])[C:12]=2[Cl:28])[CH2:4][CH2:3][CH2:2]1.O[Li].O.